Dataset: Reaction yield outcomes from USPTO patents with 853,638 reactions. Task: Predict the reaction yield, written as a fraction of the theoretical maximum amount of product (1.0 means a 100% yield; for example, 0.34 means a 34% yield). The reactants are P(Cl)(Cl)([Cl:3])=O.[CH2:6]([C:8]1[C:16]2[C:11](=[N+:12]([O-])[CH:13]=[CH:14][CH:15]=2)[NH:10][N:9]=1)[CH3:7]. The catalyst is ClC(Cl)C. The product is [Cl:3][C:15]1[CH:14]=[CH:13][N:12]=[C:11]2[NH:10][N:9]=[C:8]([CH2:6][CH3:7])[C:16]=12. The yield is 0.470.